This data is from NCI-60 drug combinations with 297,098 pairs across 59 cell lines. The task is: Regression. Given two drug SMILES strings and cell line genomic features, predict the synergy score measuring deviation from expected non-interaction effect. Drug 1: CS(=O)(=O)C1=CC(=C(C=C1)C(=O)NC2=CC(=C(C=C2)Cl)C3=CC=CC=N3)Cl. Drug 2: CC1C(C(CC(O1)OC2CC(CC3=C2C(=C4C(=C3O)C(=O)C5=CC=CC=C5C4=O)O)(C(=O)C)O)N)O. Cell line: MDA-MB-231. Synergy scores: CSS=46.9, Synergy_ZIP=-0.967, Synergy_Bliss=-0.0327, Synergy_Loewe=3.31, Synergy_HSA=3.86.